From a dataset of Forward reaction prediction with 1.9M reactions from USPTO patents (1976-2016). Predict the product of the given reaction. (1) Given the reactants [CH:1]1([N:4]2[CH2:9][CH2:8][C@H:7]([NH:10]C(=O)OC(C)(C)C)[C@H:6]([F:18])[CH2:5]2)[CH2:3][CH2:2]1.[ClH:19], predict the reaction product. The product is: [ClH:19].[CH:1]1([N:4]2[CH2:9][CH2:8][C@H:7]([NH2:10])[C@H:6]([F:18])[CH2:5]2)[CH2:3][CH2:2]1. (2) Given the reactants C1(B2O[C:7]([CH3:10])([CH3:9])[C:6]([CH3:12])([CH3:11])O2)CC1.P([O-])([O-])([O-])=O.[K+].[K+].[K+].BrC1C=[CH:26][C:25]([N:28]([CH3:35])[CH2:29][CH2:30][CH2:31][N:32]([CH3:34])[CH3:33])=[C:24]([N+:36]([O-:38])=[O:37])C=1.C1(P(C2CCCCC2)C2CCCCC2)CCCCC1, predict the reaction product. The product is: [CH:6]1([C:7]2[CH:9]=[CH:26][C:25]([N:28]([CH2:29][CH2:30][CH2:31][N:32]([CH3:34])[CH3:33])[CH3:35])=[C:24]([N+:36]([O-:38])=[O:37])[CH:10]=2)[CH2:11][CH2:12]1. (3) Given the reactants [NH2:1][C:2]1[CH:7]=[C:6]([O:8][C:9]2[CH:14]=[CH:13][C:12]([NH:15][C:16]([C:18]3[C:19](=[O:31])[N:20]([C:25]4[CH:30]=[CH:29][CH:28]=[CH:27][CH:26]=4)[N:21]([CH3:24])[C:22]=3[CH3:23])=[O:17])=[CH:11][C:10]=2[Cl:32])[CH:5]=[CH:4][N:3]=1.CCN(CC)CC.[O:40](C(C)=O)[C:41]([CH3:43])=O, predict the reaction product. The product is: [C:41]([NH:1][C:2]1[CH:7]=[C:6]([O:8][C:9]2[CH:14]=[CH:13][C:12]([NH:15][C:16]([C:18]3[C:19](=[O:31])[N:20]([C:25]4[CH:26]=[CH:27][CH:28]=[CH:29][CH:30]=4)[N:21]([CH3:24])[C:22]=3[CH3:23])=[O:17])=[CH:11][C:10]=2[Cl:32])[CH:5]=[CH:4][N:3]=1)(=[O:40])[CH3:43].